Dataset: Forward reaction prediction with 1.9M reactions from USPTO patents (1976-2016). Task: Predict the product of the given reaction. (1) Given the reactants [Cl:1][C:2]1[CH:7]=[C:6](I)[CH:5]=[CH:4][C:3]=1[F:9].[CH3:10][O:11][C:12](=[O:37])[C:13]1[CH:18]=[CH:17][CH:16]=[C:15]([CH2:19][N:20]([C:31]2[CH:36]=[CH:35][CH:34]=[CH:33][CH:32]=2)[C:21](=[O:30])[C:22]#[C:23][C:24]2[CH:29]=[CH:28][CH:27]=[CH:26][CH:25]=2)[CH:14]=1, predict the reaction product. The product is: [CH3:10][O:11][C:12](=[O:37])[C:13]1[CH:18]=[CH:17][CH:16]=[C:15]([CH2:19][N:20]2[C:31]3[C:36](=[CH:35][CH:34]=[CH:33][CH:32]=3)/[C:22](=[C:23](\[C:6]3[CH:5]=[CH:4][C:3]([F:9])=[C:2]([Cl:1])[CH:7]=3)/[C:24]3[CH:25]=[CH:26][CH:27]=[CH:28][CH:29]=3)/[C:21]2=[O:30])[CH:14]=1. (2) Given the reactants [Br:1][C:2]1[CH:7]=[C:6]([C:8]([F:11])([F:10])[F:9])[CH:5]=[CH:4][C:3]=1[S:12](Cl)(=[O:14])=[O:13].[C:16]([NH2:20])([CH3:19])([CH3:18])[CH3:17], predict the reaction product. The product is: [Br:1][C:2]1[CH:7]=[C:6]([C:8]([F:11])([F:10])[F:9])[CH:5]=[CH:4][C:3]=1[S:12]([NH:20][C:16]([CH3:19])([CH3:18])[CH3:17])(=[O:14])=[O:13]. (3) Given the reactants C[Si](C)(C)[N-][Si](C)(C)C.[Li+].S1C2C=CC=CC=2N=C1S([CH2:23][C@@H:24]1[NH:28][C:27](=[O:29])[CH2:26][CH2:25]1)(=O)=O.[Si:30]([O:37][C:38]1[CH:43]=[CH:42][C:41]([C:44]([C:46]2[CH:51]=[CH:50][C:49]([Cl:52])=[C:48]([O:53][CH3:54])[N:47]=2)=O)=[CH:40][CH:39]=1)([C:33]([CH3:36])([CH3:35])[CH3:34])([CH3:32])[CH3:31].O, predict the reaction product. The product is: [Si:30]([O:37][C:38]1[CH:43]=[CH:42][C:41](/[C:44](/[C:46]2[CH:51]=[CH:50][C:49]([Cl:52])=[C:48]([O:53][CH3:54])[N:47]=2)=[CH:23]\[C@@H:24]2[NH:28][C:27](=[O:29])[CH2:26][CH2:25]2)=[CH:40][CH:39]=1)([C:33]([CH3:35])([CH3:34])[CH3:36])([CH3:31])[CH3:32]. (4) Given the reactants Cl[C:2]1[C:7]([C:8]([O:10][CH3:11])=[O:9])=[CH:6][N:5]=[C:4]([C:12]2[CH:17]=[CH:16][C:15]([CH3:18])=[C:14]([F:19])[CH:13]=2)[CH:3]=1.[Cl:20][C:21]1[CH:26]=[CH:25][C:24]([CH3:27])=[CH:23][C:22]=1[OH:28], predict the reaction product. The product is: [Cl:20][C:21]1[CH:26]=[CH:25][C:24]([CH3:27])=[CH:23][C:22]=1[O:28][C:2]1[C:7]([C:8]([O:10][CH3:11])=[O:9])=[CH:6][N:5]=[C:4]([C:12]2[CH:17]=[CH:16][C:15]([CH3:18])=[C:14]([F:19])[CH:13]=2)[CH:3]=1. (5) Given the reactants Cl.NC1C=CC2C3SC(C(N(C4C=CC=CC=4Cl)C)=O)=CC=3CCOC=2C=1.C(N(CC)CC)C.C(OCC(Cl)=O)C1C=CC=CC=1.C([O:54][CH2:55][C:56]([NH:58][C:59]1[CH:60]=[CH:61][C:62]2[C:68]3[S:69][C:70]([C:72]([N:74]([C:76]4[CH:81]=[CH:80][CH:79]=[CH:78][C:77]=4[Cl:82])[CH3:75])=[O:73])=[CH:71][C:67]=3[CH2:66][CH2:65][O:64][C:63]=2[CH:83]=1)=[O:57])C1C=CC=CC=1, predict the reaction product. The product is: [Cl:82][C:77]1[CH:78]=[CH:79][CH:80]=[CH:81][C:76]=1[N:74]([CH3:75])[C:72]([C:70]1[S:69][C:68]2[C:62]3[CH:61]=[CH:60][C:59]([NH:58][C:56](=[O:57])[CH2:55][OH:54])=[CH:83][C:63]=3[O:64][CH2:65][CH2:66][C:67]=2[CH:71]=1)=[O:73]. (6) Given the reactants [NH2:1][C:2]1[CH:11]=[CH:10][CH:9]=[C:8]2[C:3]=1[CH:4]=[CH:5][C:6]([O:12][C:13]1[CH:18]=[CH:17][N:16]=[C:15]([C:19]([NH:21][CH3:22])=[O:20])[CH:14]=1)=[CH:7]2.C([O-])(O)=O.[Na+].[Cl:28][C:29]1[CH:30]=[C:31]([CH:35]=[CH:36][CH:37]=1)[C:32](Cl)=[O:33].C(Cl)(Cl)Cl, predict the reaction product. The product is: [CH3:22][NH:21][C:19]([C:15]1[CH:14]=[C:13]([O:12][C:6]2[CH:5]=[CH:4][C:3]3[C:8](=[CH:9][CH:10]=[CH:11][C:2]=3[NH:1][C:32]([C:31]3[CH:35]=[CH:36][CH:37]=[C:29]([Cl:28])[CH:30]=3)=[O:33])[CH:7]=2)[CH:18]=[CH:17][N:16]=1)=[O:20].